This data is from Catalyst prediction with 721,799 reactions and 888 catalyst types from USPTO. The task is: Predict which catalyst facilitates the given reaction. (1) The catalyst class is: 6. Product: [C:1]1([C:7]2[CH:8]=[CH:9][C:10]3[N:11]([CH:12]=2)[C:22](=[O:23])[CH:21]=[C:20]([C:17]2[CH:18]=[CH:19][N:14]=[CH:15][CH:16]=2)[N:13]=3)[CH:2]=[CH:3][CH:4]=[CH:5][CH:6]=1. Reactant: [C:1]1([C:7]2[CH:8]=[CH:9][C:10]([NH2:13])=[N:11][CH:12]=2)[CH:6]=[CH:5][CH:4]=[CH:3][CH:2]=1.[N:14]1[CH:19]=[CH:18][C:17]([C:20](=O)[CH2:21][C:22](OCC)=[O:23])=[CH:16][CH:15]=1.C([O-])(=O)C.[NH4+]. (2) Reactant: [CH2:1]([O:3][C:4]([C:6]1[C:18]([CH2:19][CH2:20][C:21]2[CH:26]=[CH:25][C:24]([F:27])=[CH:23][CH:22]=2)=[N:17][C:9]2[C@H:10]3[N:14]([C:15](=[O:16])[C:8]=2[C:7]=1[C:28]1[S:32][C:31]([C:33]([OH:35])=O)=[CH:30][CH:29]=1)[CH2:13][CH2:12][CH2:11]3)=[O:5])[CH3:2].CCN=C=[N:40][CH2:41][CH2:42][CH2:43]N(C)C.[CH:47]1[CH:48]=[CH:49][C:50]2N(O)N=N[C:51]=2[CH:52]=1.Cl. Product: [C@H:41]1([NH:40][C:33]([C:31]2[S:32][C:28]([C:7]3[C:8]4[C:15](=[O:16])[N:14]5[C@H:10]([C:9]=4[N:17]=[C:18]([CH2:19][CH2:20][C:21]4[CH:26]=[CH:25][C:24]([F:27])=[CH:23][CH:22]=4)[C:6]=3[C:4]([O:3][CH2:1][CH3:2])=[O:5])[CH2:11][CH2:12][CH2:13]5)=[CH:29][CH:30]=2)=[O:35])[C:51]2[C:50](=[CH:49][CH:48]=[CH:47][CH:52]=2)[CH2:43][CH2:42]1. The catalyst class is: 2. (3) Reactant: [Br:1][C:2]1[C:11]2[C:6](=[C:7](C3C=C(C(F)(F)F)C=CC=3C([O-])=O)[CH:8]=[C:9]([O:12]C)[CH:10]=2)[C:5](=[O:27])[N:4]([C:28]2[CH:33]=[CH:32][C:31]([O:34]C)=[CH:30][CH:29]=2)[CH:3]=1.ClC1C=CC=CC=1.B(Br)(Br)Br.[OH2:47]. Product: [Br:1][C:2]1[C:11]2[C:6](=[C:7]([OH:47])[CH:8]=[C:9]([OH:12])[CH:10]=2)[C:5](=[O:27])[N:4]([C:28]2[CH:33]=[CH:32][C:31]([OH:34])=[CH:30][CH:29]=2)[CH:3]=1. The catalyst class is: 5. (4) Reactant: F[C:2]1[C:11]2[N:10]([CH2:12][C:13]3[CH:18]=[CH:17][C:16]([N:19]4[CH:23]=[CH:22][CH:21]=[N:20]4)=[CH:15][CH:14]=3)[CH:9]=[C:8]3[C:24](=[O:34])[N:25]([C:27]4[CH:32]=[CH:31][CH:30]=[CH:29][C:28]=4[F:33])[N:26]=[C:7]3[C:6]=2[C:5](F)=[CH:4][CH:3]=1.Cl.Cl.[F:38][C:39]1[C:40]([NH:45][C@@H:46]2[CH2:51][CH2:50][CH2:49][CH2:48][C@H:47]2[NH2:52])=[N:41][CH:42]=[CH:43][CH:44]=1.C(=O)([O-])[O-].[K+].[K+]. Product: [F:33][C:28]1[CH:29]=[CH:30][CH:31]=[CH:32][C:27]=1[N:25]1[C:24](=[O:34])[C:8]2=[CH:9][N:52]([C@@H:47]3[CH2:48][CH2:49][CH2:50][CH2:51][C@H:46]3[NH:45][C:40]3[C:39]([F:38])=[CH:44][CH:43]=[CH:42][N:41]=3)[C:5]3[CH:4]=[CH:3][CH:2]=[C:11]([NH:10][CH2:12][C:13]4[CH:18]=[CH:17][C:16]([N:19]5[CH:23]=[CH:22][CH:21]=[N:20]5)=[CH:15][CH:14]=4)[C:6]=3[C:7]2=[N:26]1. The catalyst class is: 16. (5) Reactant: Br[C:2]1[C:3](CNC2C[C@H](C)O[C@H](C)C2)=[N:4][C:5]2[N:6]([N:25]=[CH:26][C:27]=2[C:28]2[CH:29]=[N:30][C:31]3[C:36]([CH:37]=2)=[CH:35][C:34]([F:38])=[CH:33][CH:32]=3)[C:7]=1[N:8](COCC[Si](C)(C)C)COCC[Si](C)(C)C.O. Product: [F:38][C:34]1[CH:35]=[C:36]2[C:31](=[CH:32][CH:33]=1)[N:30]=[CH:29][C:28]([C:27]1[CH:26]=[N:25][N:6]3[C:7]([NH2:8])=[CH:2][CH:3]=[N:4][C:5]=13)=[CH:37]2. The catalyst class is: 67. (6) Reactant: [F:1][C:2]1[CH:7]=[C:6](B(O)O)[CH:5]=[CH:4][N:3]=1.Br[C:12]1[N:17]2[CH:18]=[CH:19][N:20]=[C:16]2[C:15]([NH:21][C:22]2[CH:27]=[CH:26][C:25]([N:28]3[CH2:33][CH2:32][N:31]([CH3:34])[CH2:30][CH2:29]3)=[CH:24][CH:23]=2)=[N:14][CH:13]=1.C([O-])([O-])=O.[Na+].[Na+]. Product: [NH3:3].[F:1][C:2]1[CH:7]=[C:6]([C:12]2[N:17]3[CH:18]=[CH:19][N:20]=[C:16]3[C:15]([NH:21][C:22]3[CH:23]=[CH:24][C:25]([N:28]4[CH2:29][CH2:30][N:31]([CH3:34])[CH2:32][CH2:33]4)=[CH:26][CH:27]=3)=[N:14][CH:13]=2)[CH:5]=[CH:4][N:3]=1. The catalyst class is: 77. (7) Reactant: [NH2:1][CH2:2][CH2:3][CH:4]([OH:9])[CH:5]=[C:6]([CH3:8])[CH3:7].C(N(C(C)C)CC)(C)C.Cl[C:20]([O:22][CH3:23])=[O:21].C(=O)([O-])O.[Na+]. Product: [CH3:23][O:22][C:20](=[O:21])[NH:1][CH2:2][CH2:3][CH:4]([OH:9])[CH:5]=[C:6]([CH3:8])[CH3:7]. The catalyst class is: 4.